Predict the product of the given reaction. From a dataset of Forward reaction prediction with 1.9M reactions from USPTO patents (1976-2016). (1) Given the reactants [C:1]([O:5][C:6](=[O:17])[CH2:7]OC1C=CC(Cl)=CC=1Br)([CH3:4])([CH3:3])[CH3:2].[Cl:18][C:19]1[C:20]([I:26])=[C:21]([OH:25])[CH:22]=[CH:23][CH:24]=1, predict the reaction product. The product is: [C:1]([O:5][C:6](=[O:17])[CH2:7][O:25][C:21]1[CH:22]=[CH:23][CH:24]=[C:19]([Cl:18])[C:20]=1[I:26])([CH3:4])([CH3:3])[CH3:2]. (2) Given the reactants P(Cl)(Cl)([Cl:3])=O.[O:6]1[CH2:12][CH2:11][CH2:10][C:9](=O)[CH2:8][CH2:7]1.CN(C)[CH:16]=[O:17], predict the reaction product. The product is: [Cl:3][C:10]1=[C:9]([CH:16]=[O:17])[CH2:8][CH2:7][O:6][CH2:12][CH2:11]1. (3) Given the reactants [N+]([O-])(O)=O.[N+]([O-])(O)=O.[CH3:9][O:10][C:11]1[CH:12]=[C:13]([NH:23][C:24]([NH2:26])=[NH:25])[CH:14]=[CH:15][C:16]=1[N:17]1[CH:21]=[C:20]([CH3:22])[N:19]=[CH:18]1.[Cl:27][C:28]1[CH:33]=[CH:32][C:31]([C:34](=O)[C:35]#[C:36][CH2:37][CH2:38][CH2:39][CH3:40])=[CH:30][CH:29]=1.C[O-].[Na+].O, predict the reaction product. The product is: [CH2:37]([C:36]1[CH:35]=[C:34]([C:31]2[CH:30]=[CH:29][C:28]([Cl:27])=[CH:33][CH:32]=2)[N:26]=[C:24]([NH:23][C:13]2[CH:14]=[CH:15][C:16]([N:17]3[CH:21]=[C:20]([CH3:22])[N:19]=[CH:18]3)=[C:11]([O:10][CH3:9])[CH:12]=2)[N:25]=1)[CH2:38][CH2:39][CH3:40]. (4) Given the reactants [CH3:1][C:2](C)([O-:4])[CH3:3].[K+].[CH2:7](O)C.[C:10]1([CH3:16])[CH:15]=[CH:14][CH:13]=[CH:12][CH:11]=1, predict the reaction product. The product is: [CH3:7][CH:1]1[CH2:16][CH2:10][C:11]2[C:3](=[CH:15][CH:14]=[CH:13][CH:12]=2)[C:2]1=[O:4]. (5) Given the reactants ClC1C=CC([NH:6][C:7]2[C:16]3[C:11](=[CH:12][C:13](OCCC4CCNCC4)=[C:14]([O:17][CH3:18])[CH:15]=3)[N:10]=[CH:9][N:8]=2)=C(F)C=1.F[P-](F)(F)(F)(F)F.N1(OC(N(C)C)=[N+](C)C)C2N=CC=CC=2N=N1.CN(C)CC(O)=O.C(N(C(C)C)CC)(C)C, predict the reaction product. The product is: [NH3:6].[CH3:18][O:17][C:14]1[CH:15]=[C:16]2[C:11](=[CH:12][CH:13]=1)[N:10]=[CH:9][N:8]=[CH:7]2. (6) Given the reactants [F:1][C:2]1[S:6][C:5]([NH2:7])=[N:4][CH:3]=1.[CH3:8][O:9][C:10]1[CH:17]=[CH:16][C:13]([CH:14]=O)=[CH:12][CH:11]=1.[BH-](OC(C)=O)(OC(C)=O)OC(C)=O.[Na+], predict the reaction product. The product is: [F:1][C:2]1[S:6][C:5]([NH:7][CH2:14][C:13]2[CH:16]=[CH:17][C:10]([O:9][CH3:8])=[CH:11][CH:12]=2)=[N:4][CH:3]=1. (7) Given the reactants [Br:1][C:2]1[CH:3]=[N:4][C:5](Cl)=[N:6][CH:7]=1.C(=O)([O-])[O-].[Cs+].[Cs+].[C:15]([NH:22][CH:23]1[CH2:28][CH2:27][NH:26][CH2:25][CH2:24]1)([O:17][C:18]([CH3:21])([CH3:20])[CH3:19])=[O:16], predict the reaction product. The product is: [Br:1][C:2]1[CH:3]=[N:4][C:5]([N:26]2[CH2:25][CH2:24][CH:23]([NH:22][C:15](=[O:16])[O:17][C:18]([CH3:20])([CH3:19])[CH3:21])[CH2:28][CH2:27]2)=[N:6][CH:7]=1.